This data is from Catalyst prediction with 721,799 reactions and 888 catalyst types from USPTO. The task is: Predict which catalyst facilitates the given reaction. (1) Reactant: [O:1]1[CH2:5][CH2:4][CH2:3][C@H:2]1[CH2:6][OH:7].[C:8]1([CH3:18])[CH:13]=[CH:12][C:11]([S:14](Cl)(=[O:16])=[O:15])=[CH:10][CH:9]=1.C(N(CC)CC)C. Product: [CH3:18][C:8]1[CH:13]=[CH:12][C:11]([S:14]([O:7][CH2:6][C@@H:2]2[CH2:3][CH2:4][CH2:5][O:1]2)(=[O:16])=[O:15])=[CH:10][CH:9]=1. The catalyst class is: 2. (2) Reactant: Cl.[Cl:2][C:3]1[CH:8]=[CH:7][C:6]([CH3:9])=[CH:5][C:4]=1[NH:10]N.O.Cl.[NH:14]1[CH2:19][CH2:18][C:17](=O)[CH2:16][CH2:15]1.Cl. Product: [ClH:2].[Cl:2][C:3]1[C:4]2[NH:10][C:17]3[CH2:18][CH2:19][NH:14][CH2:15][C:16]=3[C:5]=2[C:6]([CH3:9])=[CH:7][CH:8]=1. The catalyst class is: 14. (3) Reactant: C(OC(=O)[NH:7][C@H:8]1[CH2:14][O:13][C:12]2[CH:15]=[CH:16][C:17]([C:19]3[O:20][C:21](=[O:24])[NH:22][N:23]=3)=[CH:18][C:11]=2[N:10]([CH3:25])[C:9]1=[O:26])(C)(C)C.[ClH:28].O1CCOCC1. Product: [ClH:28].[NH2:7][C@H:8]1[CH2:14][O:13][C:12]2[CH:15]=[CH:16][C:17]([C:19]3[O:20][C:21](=[O:24])[NH:22][N:23]=3)=[CH:18][C:11]=2[N:10]([CH3:25])[C:9]1=[O:26]. The catalyst class is: 2. (4) Reactant: [Br:1][C:2]1[S:6][C:5]2=[N:7][C:8]([C:10]3[O:11][C:12]4[C:13](=[C:15]([OH:21])[CH:16]=[C:17]([O:19][CH3:20])[CH:18]=4)[N:14]=3)=[CH:9][N:4]2[N:3]=1.C([O-])([O-])=O.[K+].[K+].[CH2:28](Br)[C:29]1[CH:34]=[CH:33][CH:32]=[CH:31][CH:30]=1.O. Product: [CH2:28]([O:21][C:15]1[C:13]2[N:14]=[C:10]([C:8]3[N:7]=[C:5]4[N:4]([CH:9]=3)[N:3]=[C:2]([Br:1])[S:6]4)[O:11][C:12]=2[CH:18]=[C:17]([O:19][CH3:20])[CH:16]=1)[C:29]1[CH:34]=[CH:33][CH:32]=[CH:31][CH:30]=1. The catalyst class is: 3.